This data is from Forward reaction prediction with 1.9M reactions from USPTO patents (1976-2016). The task is: Predict the product of the given reaction. (1) The product is: [C:36]([N:17]1[CH2:18][CH2:19][CH2:20][CH:15]([C:7]2[N:8]([CH3:14])[C:9](=[O:13])[C:10]3[C:5]([C:6]=2[C:21]2[CH:22]=[CH:23][CH:24]=[CH:25][CH:26]=2)=[CH:4][C:3]([O:2][CH3:1])=[CH:12][CH:11]=3)[CH2:16]1)(=[O:38])[CH3:37]. Given the reactants [CH3:1][O:2][C:3]1[CH:4]=[C:5]2[C:10](=[CH:11][CH:12]=1)[C:9](=[O:13])[N:8]([CH3:14])[C:7]([CH:15]1[CH2:20][CH2:19][CH2:18][NH:17][CH2:16]1)=[C:6]2[C:21]1[CH:26]=[CH:25][CH:24]=[CH:23][CH:22]=1.C(N(CC)C(C)C)(C)C.[C:36](Cl)(=[O:38])[CH3:37].C(=O)(O)[O-].[Na+], predict the reaction product. (2) Given the reactants [N:1]([CH3:4])=[C:2]=[O:3].[F:5][C:6]1[CH:7]=[C:8]([C:12]2[CH:13]=[C:14]3[C:18](=[CH:19][CH:20]=2)[NH:17][CH2:16][CH2:15]3)[CH:9]=[N:10][CH:11]=1, predict the reaction product. The product is: [F:5][C:6]1[CH:7]=[C:8]([C:12]2[CH:13]=[C:14]3[C:18](=[CH:19][CH:20]=2)[N:17]([C:2]([NH:1][CH3:4])=[O:3])[CH2:16][CH2:15]3)[CH:9]=[N:10][CH:11]=1. (3) The product is: [N:5]12[CH2:24][CH2:23][CH2:7][N:3]=[C:4]1[CH2:18][CH2:19][CH2:20][CH2:15][CH2:6]2.[O:21]=[C:4]1[NH:5][C:6]([C:15]2[CH:16]=[CH:17][CH:18]=[CH:19][CH:20]=2)([C:9]2[CH:14]=[CH:13][CH:12]=[CH:11][CH:10]=2)[C:7](=[O:8])[N:3]1[CH2:2][O:1][P:28](=[O:29])([O:38][CH2:39][C:40]1[CH:45]=[CH:44][CH:43]=[CH:42][CH:41]=1)[O:30][CH2:31][C:32]1[CH:37]=[CH:36][CH:35]=[CH:34][CH:33]=1. Given the reactants [OH:1][CH2:2][N:3]1[C:7](=[O:8])[C:6]([C:15]2[CH:20]=[CH:19][CH:18]=[CH:17][CH:16]=2)([C:9]2[CH:14]=[CH:13][CH:12]=[CH:11][CH:10]=2)[NH:5][C:4]1=[O:21].Cl[C:23](Cl)(Cl)[C:24]#N.[P:28]([O-])([O:38][CH2:39][C:40]1[CH:45]=[CH:44][CH:43]=[CH:42][CH:41]=1)([O:30][CH2:31][C:32]1[CH:37]=[CH:36][CH:35]=[CH:34][CH:33]=1)=[O:29].C(O)(C)C, predict the reaction product. (4) Given the reactants [C:1]([C:3]1[CH:32]=[CH:31][C:6]([O:7][C:8]2[CH:9]=[C:10]([CH:19]=[C:20]([O:22][C:23]3[CH:28]=[CH:27][C:26]([C:29]#[N:30])=[CH:25][CH:24]=3)[CH:21]=2)[C:11]([N:13]2[CH2:18][CH2:17][NH:16][CH2:15][CH2:14]2)=[O:12])=[CH:5][CH:4]=1)#[N:2].[C:33]([O:37][C:38](=[O:44])[NH:39][CH2:40][CH2:41][CH2:42]Br)([CH3:36])([CH3:35])[CH3:34], predict the reaction product. The product is: [C:33]([O:37][C:38](=[O:44])[NH:39][CH2:40][CH2:41][CH2:42][N:16]1[CH2:17][CH2:18][N:13]([C:11](=[O:12])[C:10]2[CH:9]=[C:8]([O:7][C:6]3[CH:31]=[CH:32][C:3]([C:1]#[N:2])=[CH:4][CH:5]=3)[CH:21]=[C:20]([O:22][C:23]3[CH:28]=[CH:27][C:26]([C:29]#[N:30])=[CH:25][CH:24]=3)[CH:19]=2)[CH2:14][CH2:15]1)([CH3:36])([CH3:35])[CH3:34]. (5) Given the reactants [Cl:1][C:2]1[CH:3]=[C:4]([C@:8]([C@@H:17]2[CH2:22][CH2:21][CH2:20][N:19](C(OC(C)(C)C)=O)[CH2:18]2)([O:15][CH3:16])[CH2:9][CH2:10][CH2:11][CH2:12][O:13][CH3:14])[CH:5]=[CH:6][CH:7]=1, predict the reaction product. The product is: [Cl:1][C:2]1[CH:3]=[C:4]([C@:8]([C@@H:17]2[CH2:22][CH2:21][CH2:20][NH:19][CH2:18]2)([O:15][CH3:16])[CH2:9][CH2:10][CH2:11][CH2:12][O:13][CH3:14])[CH:5]=[CH:6][CH:7]=1.